From a dataset of Full USPTO retrosynthesis dataset with 1.9M reactions from patents (1976-2016). Predict the reactants needed to synthesize the given product. Given the product [CH2:5]([O:31][CH:26]=[CH:25][C:24]([OH:27])([C:23]([F:29])([F:28])[F:22])[CH:13]([C:14]1[CH:19]=[CH:18][CH:17]=[CH:16][CH:15]=1)[C:20]#[N:21])[CH3:7], predict the reactants needed to synthesize it. The reactants are: C(N[CH:5]([CH3:7])C)(C)C.[Li]CCCC.[CH2:13]([C:20]#[N:21])[C:14]1[CH:19]=[CH:18][CH:17]=[CH:16][CH:15]=1.[F:22][C:23]([F:29])([F:28])[C:24](=[O:27])[CH:25]=[CH2:26].S(=O)(=O)(O)[OH:31].